From a dataset of Forward reaction prediction with 1.9M reactions from USPTO patents (1976-2016). Predict the product of the given reaction. (1) Given the reactants [C:1]([C:3]1[N:11]=[CH:10][C:9]2[N:8]([CH2:12][O:13][CH2:14][CH2:15][Si:16]([CH3:19])([CH3:18])[CH3:17])[C:7]3[N:20]=[CH:21][CH:22]=[C:23]([N:24]4[CH2:28][CH2:27][C@H:26]([NH:29][C:30](=[O:36])[O:31][C:32]([CH3:35])([CH3:34])[CH3:33])[CH2:25]4)[C:6]=3[C:5]=2[CH:4]=1)#[N:2].[H-].[Na+].I[CH2:40][CH3:41], predict the reaction product. The product is: [C:1]([C:3]1[N:11]=[CH:10][C:9]2[N:8]([CH2:12][O:13][CH2:14][CH2:15][Si:16]([CH3:19])([CH3:18])[CH3:17])[C:7]3[N:20]=[CH:21][CH:22]=[C:23]([N:24]4[CH2:28][CH2:27][C@H:26]([N:29]([CH2:40][CH3:41])[C:30](=[O:36])[O:31][C:32]([CH3:33])([CH3:35])[CH3:34])[CH2:25]4)[C:6]=3[C:5]=2[CH:4]=1)#[N:2]. (2) Given the reactants Br[C:2]1[CH:11]=[CH:10][C:5]2[O:6][CH2:7][CH2:8][O:9][C:4]=2[C:3]=1[F:12].[Li]CCCC.CN([CH:21]=[O:22])C, predict the reaction product. The product is: [F:12][C:3]1[C:4]2[O:9][CH2:8][CH2:7][O:6][C:5]=2[CH:10]=[CH:11][C:2]=1[CH:21]=[O:22]. (3) Given the reactants [NH:1]1[CH2:6][CH2:5][O:4][CH2:3][C:2]1=[O:7].[H-].[Na+].Br[CH2:11][C:12]([O:14][CH2:15][C:16]1[CH:21]=[CH:20][CH:19]=[CH:18][CH:17]=1)=[O:13].O, predict the reaction product. The product is: [O:7]=[C:2]1[CH2:3][O:4][CH2:5][CH2:6][N:1]1[CH2:11][C:12]([O:14][CH2:15][C:16]1[CH:21]=[CH:20][CH:19]=[CH:18][CH:17]=1)=[O:13]. (4) Given the reactants [O:1]=[C:2]1[O:7][CH2:6][C@H:5]2[C@:3]1([NH:14][S:15]([C:18]1[S:19][C:20]([C:23]3[CH:27]=[C:26]([C:28]([F:31])([F:30])[F:29])[O:25][N:24]=3)=[CH:21][CH:22]=1)(=[O:17])=[O:16])[C@H:4]2[C:8]1[CH:13]=[CH:12][CH:11]=[CH:10][CH:9]=1.O[Li].O.C1C[O:38]CC1, predict the reaction product. The product is: [OH:7][CH2:6][C@@H:5]1[C@H:4]([C:8]2[CH:13]=[CH:12][CH:11]=[CH:10][CH:9]=2)[C@:3]1([NH:14][S:15]([C:18]1[S:19][C:20]([C:23]2[CH:27]=[C:26]([C:28]([F:29])([F:31])[F:30])[O:25][N:24]=2)=[CH:21][CH:22]=1)(=[O:16])=[O:17])[C:2]([OH:38])=[O:1]. (5) Given the reactants Br[CH2:2][C:3]1[C:8]([O:9][CH:10]([F:12])[F:11])=[CH:7][CH:6]=[CH:5][C:4]=1[N:13]1[C:17](=[O:18])[N:16]([CH3:19])[N:15]=[N:14]1.[CH3:20][C:21]1[CH:26]=[C:25]([N:27]2[C:31]([CH3:32])=[C:30]([CH3:33])[C:29]([CH3:34])=[N:28]2)[CH:24]=[CH:23][C:22]=1[OH:35].C(=O)([O-])[O-].[K+].[K+], predict the reaction product. The product is: [F:11][CH:10]([F:12])[O:9][C:8]1[C:3]([CH2:2][O:35][C:22]2[CH:23]=[CH:24][C:25]([N:27]3[C:31]([CH3:32])=[C:30]([CH3:33])[C:29]([CH3:34])=[N:28]3)=[CH:26][C:21]=2[CH3:20])=[C:4]([N:13]2[C:17](=[O:18])[N:16]([CH3:19])[N:15]=[N:14]2)[CH:5]=[CH:6][CH:7]=1. (6) Given the reactants [Cl:1][C:2]1[CH:3]=[C:4]2[C:8](=[CH:9][C:10]=1[Cl:11])[N:7]([CH3:12])[N:6]=[C:5]2I.C([Mg]Cl)(C)C.[CH2:19]([Sn:23]([CH2:29][CH2:30][CH2:31][CH3:32])([CH2:25][CH2:26][CH2:27][CH3:28])Cl)[CH2:20][CH2:21][CH3:22], predict the reaction product. The product is: [Cl:1][C:2]1[CH:3]=[C:4]2[C:8](=[CH:9][C:10]=1[Cl:11])[N:7]([CH3:12])[N:6]=[C:5]2[Sn:23]([CH2:25][CH2:26][CH2:27][CH3:28])([CH2:29][CH2:30][CH2:31][CH3:32])[CH2:19][CH2:20][CH2:21][CH3:22]. (7) Given the reactants [C:1]([O:5][C:6]([N:8]1[CH2:13][CH2:12][CH:11]([C:14]2[CH:19]=[C:18]([F:20])[C:17]([O:21]CC3C=CC=CC=3)=[CH:16][C:15]=2[O:29]CC2C=CC=CC=2)[CH2:10][CH2:9]1)=[O:7])([CH3:4])([CH3:3])[CH3:2].CO, predict the reaction product. The product is: [C:1]([O:5][C:6]([N:8]1[CH2:9][CH:10]=[C:11]([C:14]2[CH:19]=[C:18]([F:20])[C:17]([OH:21])=[CH:16][C:15]=2[OH:29])[CH2:12][CH2:13]1)=[O:7])([CH3:4])([CH3:2])[CH3:3]. (8) Given the reactants C1(C2C=CC=CC=2)C=CC=CC=1.IC1C=CC2OCOC=2C=1.[CH3:23][O:24][C:25]1[CH:30]=[CH:29][C:28]([C:31]2[CH:36]=[CH:35][C:34](OC)=[CH:33][CH:32]=2)=[CH:27][CH:26]=1, predict the reaction product. The product is: [CH3:23][O:24][C:25]1[CH:30]=[CH:29][C:28]([C:31]2[CH:32]=[CH:33][CH:34]=[CH:35][CH:36]=2)=[CH:27][CH:26]=1. (9) Given the reactants Br[C:2]1[CH:3]=[C:4]([CH:34]=[CH:35][CH:36]=1)[CH2:5][N:6]([C@@H:24]1[C:33]2[C:28](=[CH:29][CH:30]=[CH:31][CH:32]=2)[CH2:27][CH2:26][CH2:25]1)[C:7]([C:9]1[CH:14]=[C:13]([C:15]([OH:17])=[O:16])[C:12]([C:18]([OH:20])=[O:19])=[CH:11][C:10]=1[C:21]([OH:23])=[O:22])=[O:8].[Cl:37][C:38]1[CH:39]=[C:40](B(O)O)[CH:41]=[CH:42][C:43]=1[F:44], predict the reaction product. The product is: [Cl:37][C:38]1[CH:39]=[C:40]([C:2]2[CH:36]=[CH:35][CH:34]=[C:4]([CH2:5][N:6]([C@@H:24]3[C:33]4[C:28](=[CH:29][CH:30]=[CH:31][CH:32]=4)[CH2:27][CH2:26][CH2:25]3)[C:7]([C:9]3[CH:14]=[C:13]([C:15]([OH:17])=[O:16])[C:12]([C:18]([OH:20])=[O:19])=[CH:11][C:10]=3[C:21]([OH:23])=[O:22])=[O:8])[CH:3]=2)[CH:41]=[CH:42][C:43]=1[F:44].